Dataset: Forward reaction prediction with 1.9M reactions from USPTO patents (1976-2016). Task: Predict the product of the given reaction. (1) Given the reactants [H-].[Na+].CN(C=O)C.[O:8]=[C:9]1[CH:15]([NH:16][C:17](=[O:23])[O:18][C:19]([CH3:22])([CH3:21])[CH3:20])[CH2:14][S:13][CH2:12][CH2:11][NH:10]1.[F:24][C:25]1[CH:26]=[C:27]([CH:30]=[C:31]([F:33])[CH:32]=1)[CH2:28]Br, predict the reaction product. The product is: [C:19]([O:18][C:17](=[O:23])[NH:16][CH:15]1[CH2:14][S:13][CH2:12][CH2:11][N:10]([CH2:28][C:27]2[CH:26]=[C:25]([F:24])[CH:32]=[C:31]([F:33])[CH:30]=2)[C:9]1=[O:8])([CH3:20])([CH3:22])[CH3:21]. (2) Given the reactants [Br:1][C:2]1[C:3]([S:17][CH3:18])=[N:4][C:5]([NH:8][C:9]2[CH:14]=[CH:13][C:12]([F:15])=[C:11]([Cl:16])[CH:10]=2)=[N:6][CH:7]=1.ClC1C=C(C=CC=1)C(OO)=[O:24].[OH-:30].[Na+], predict the reaction product. The product is: [Br:1][C:2]1[C:3]([S:17]([CH3:18])(=[O:24])=[O:30])=[N:4][C:5]([NH:8][C:9]2[CH:14]=[CH:13][C:12]([F:15])=[C:11]([Cl:16])[CH:10]=2)=[N:6][CH:7]=1. (3) Given the reactants [Br:1]N1C(=O)CCC1=O.[Br:9][C:10]1[CH:15]=[CH:14][C:13]([S:16]([Cl:19])(=[O:18])=[O:17])=[C:12]([CH3:20])[CH:11]=1.N(C(C)(C)C#N)=NC(C)(C)C#N, predict the reaction product. The product is: [Br:9][C:10]1[CH:15]=[CH:14][C:13]([S:16]([Cl:19])(=[O:18])=[O:17])=[C:12]([CH2:20][Br:1])[CH:11]=1. (4) Given the reactants [C:1]([O:5][C:6]([N:8]1[CH2:13][CH2:12][C:11](=[C:14]([C:20]2[CH:25]=[CH:24][CH:23]=[CH:22][CH:21]=2)[C:15]#[C:16][C:17](=O)[CH3:18])[CH2:10][CH2:9]1)=[O:7])([CH3:4])([CH3:3])[CH3:2].O.[NH2:27][NH2:28], predict the reaction product. The product is: [C:1]([O:5][C:6]([N:8]1[CH2:13][CH2:12][C:11](=[C:14]([C:20]2[CH:25]=[CH:24][CH:23]=[CH:22][CH:21]=2)[C:15]2[NH:28][N:27]=[C:17]([CH3:18])[CH:16]=2)[CH2:10][CH2:9]1)=[O:7])([CH3:4])([CH3:3])[CH3:2]. (5) Given the reactants [N+:1]([C:4]1[CH:9]=[C:8]([N+:10]([O-:12])=[O:11])[CH:7]=[CH:6][C:5]=1[O:13]C(=O)[O:13][C:5]1[CH:6]=[CH:7][C:8]([N+:10]([O-:12])=[O:11])=[CH:9][C:4]=1[N+:1]([O-:3])=[O:2])([O-:3])=[O:2].C(OC(=O)NN)(C)(C)C, predict the reaction product. The product is: [N+:1]([C:4]1[CH:9]=[C:8]([N+:10]([O-:12])=[O:11])[CH:7]=[CH:6][C:5]=1[OH:13])([O-:3])=[O:2]. (6) Given the reactants FC(F)(F)C(O)=O.N[C@@H]1CCN(C2N=C3C(N=CN3[C@@H]3C[C@H](NC(=O)COCC4C=CC=CC=4)[C@@H](O)[C@H]3O)=C(NCC(C3C=CC=CC=3)C3C=CC=CC=3)N=2)C1.[Cl:57][C:58]1[N:66]=[C:65]2[C:61]([N:62]=[CH:63][N:64]2[C@@H:67]2[CH2:71][C@H:70]([NH:72][C:73](=[O:76])[CH2:74][CH3:75])[C@@H:69]([OH:77])[C@H:68]2[OH:78])=[C:60]([NH:79][CH2:80][CH:81]([C:88]2[CH:93]=[CH:92][CH:91]=[CH:90][CH:89]=2)[C:82]2[CH:87]=[CH:86][CH:85]=[CH:84][CH:83]=2)[N:59]=1.[N:94]1([C@@H:99]2[CH2:103][CH2:102][NH:101][CH2:100]2)[CH2:98][CH2:97][CH2:96][CH2:95]1, predict the reaction product. The product is: [ClH:57].[N:94]1([C@@H:99]2[CH2:103][CH2:102][N:101]([C:58]3[N:66]=[C:65]4[C:61]([N:62]=[CH:63][N:64]4[C@@H:67]4[CH2:71][C@H:70]([NH:72][C:73](=[O:76])[CH2:74][CH3:75])[C@@H:69]([OH:77])[C@H:68]4[OH:78])=[C:60]([NH:79][CH2:80][CH:81]([C:82]4[CH:87]=[CH:86][CH:85]=[CH:84][CH:83]=4)[C:88]4[CH:89]=[CH:90][CH:91]=[CH:92][CH:93]=4)[N:59]=3)[CH2:100]2)[CH2:98][CH2:97][CH2:96][CH2:95]1. (7) Given the reactants [Br:1][C:2]1[CH:3]=[CH:4][C:5]([NH:9][CH2:10][C:11]2[CH:12]=[N:13][C:14]([O:18][CH3:19])=[C:15]([F:17])[CH:16]=2)=[N:6][C:7]=1[F:8].[C:20]([O:24][C:25](O[C:25]([O:24][C:20]([CH3:23])([CH3:22])[CH3:21])=[O:26])=[O:26])([CH3:23])([CH3:22])[CH3:21], predict the reaction product. The product is: [C:20]([O:24][C:25](=[O:26])[N:9]([C:5]1[CH:4]=[CH:3][C:2]([Br:1])=[C:7]([F:8])[N:6]=1)[CH2:10][C:11]1[CH:12]=[N:13][C:14]([O:18][CH3:19])=[C:15]([F:17])[CH:16]=1)([CH3:23])([CH3:22])[CH3:21]. (8) Given the reactants Br[C:2]1[N:6]2[CH2:7][CH2:8][N:9]([CH3:11])[CH2:10][C:5]2=[C:4]([C:12]([NH:14][C@@H:15]([CH2:20][CH:21]([CH3:23])[CH3:22])[C:16]([NH:18][CH3:19])=[O:17])=[O:13])[N:3]=1.C(=O)([O-])[O-].[K+].[K+].[C:30]1(B(O)O)[CH:35]=[CH:34][CH:33]=[CH:32][CH:31]=1, predict the reaction product. The product is: [CH3:11][N:9]1[CH2:8][CH2:7][N:6]2[C:2]([C:30]3[CH:35]=[CH:34][CH:33]=[CH:32][CH:31]=3)=[N:3][C:4]([C:12]([NH:14][C@@H:15]([CH2:20][CH:21]([CH3:23])[CH3:22])[C:16]([NH:18][CH3:19])=[O:17])=[O:13])=[C:5]2[CH2:10]1.